This data is from Catalyst prediction with 721,799 reactions and 888 catalyst types from USPTO. The task is: Predict which catalyst facilitates the given reaction. Reactant: N(C(OC(C)(C)C)=O)=NC(OC(C)(C)C)=O.C1(P(C2C=CC=CC=2)C2C=CC=CC=2)C=CC=CC=1.[Cl:36][C:37]1[CH:42]=[CH:41][C:40]([CH2:43][C:44]2[C:53]3[C:48](=[CH:49][CH:50]=[CH:51][CH:52]=3)[C:47](=[O:54])[NH:46][N:45]=2)=[CH:39][CH:38]=1.[C:55]([O:59][C:60]([N:62]1[CH2:68][CH2:67][CH2:66][C@@H:63]1[CH2:64]O)=[O:61])([CH3:58])([CH3:57])[CH3:56]. Product: [Cl:36][C:37]1[CH:38]=[CH:39][C:40]([CH2:43][C:44]2[C:53]3[C:48](=[CH:49][CH:50]=[CH:51][CH:52]=3)[C:47](=[O:54])[N:46]([CH2:64][C@@H:63]3[CH2:66][CH2:67][CH2:68][N:62]3[C:60]([O:59][C:55]([CH3:56])([CH3:58])[CH3:57])=[O:61])[N:45]=2)=[CH:41][CH:42]=1. The catalyst class is: 7.